Dataset: Catalyst prediction with 721,799 reactions and 888 catalyst types from USPTO. Task: Predict which catalyst facilitates the given reaction. (1) Reactant: [Br:1][C:2]1[CH:3]=[C:4]2[C:8](=[CH:9][CH:10]=1)[NH:7][C:6]([C:11]([O:13][CH2:14][CH3:15])=[O:12])=[C:5]2[S:16]([N:19]1[CH2:24][CH2:23][O:22][CH2:21][CH2:20]1)(=[O:18])=[O:17].[N+:25]([O-])([OH:27])=[O:26]. Product: [Br:1][C:2]1[C:3]([N+:25]([O-:27])=[O:26])=[C:4]2[C:8](=[CH:9][CH:10]=1)[NH:7][C:6]([C:11]([O:13][CH2:14][CH3:15])=[O:12])=[C:5]2[S:16]([N:19]1[CH2:24][CH2:23][O:22][CH2:21][CH2:20]1)(=[O:17])=[O:18]. The catalyst class is: 65. (2) Reactant: [Cl:1][C:2]1[CH:3]=[C:4]([C:17]#[CH:18])[C:5]([CH3:16])=[C:6]([NH:8]C(=O)OC(C)(C)C)[CH:7]=1.FC(F)(F)C(O)=O. Product: [Cl:1][C:2]1[CH:3]=[C:4]([C:17]#[CH:18])[C:5]([CH3:16])=[C:6]([CH:7]=1)[NH2:8]. The catalyst class is: 4. (3) The catalyst class is: 73. Product: [F:1][C:2]([F:12])([F:11])[S:3][C:4]1[CH:9]=[CH:8][C:7]([C:15]#[C:14][C:13]2[CH:17]=[CH:9][C:4]([S:3][C:2]([F:12])([F:11])[F:1])=[CH:5][CH:6]=2)=[CH:6][CH:5]=1. Reactant: [F:1][C:2]([F:12])([F:11])[S:3][C:4]1[CH:9]=[CH:8][C:7](Br)=[CH:6][CH:5]=1.[CH2:13]1[CH2:17]O[CH2:15][CH2:14]1. (4) Reactant: [Cl:1][C:2]1[CH:7]=[C:6]([OH:8])[CH:5]=[CH:4][C:3]=1[CH:9]([CH3:25])[C:10]([C:16]1[CH:17]=[C:18]([CH3:24])[C:19](=[O:23])[N:20]([CH3:22])[CH:21]=1)([OH:15])[C:11]([F:14])([F:13])[F:12].[CH3:26][O:27][C:28]([C:30]1[CH:31]=[N:32][C:33](Cl)=[N:34][CH:35]=1)=[O:29].N12CCN(CC1)CC2. Product: [CH3:26][O:27][C:28]([C:30]1[CH:31]=[N:32][C:33]([O:8][C:6]2[CH:5]=[CH:4][C:3]([CH:9]([CH3:25])[C:10]([C:16]3[CH:17]=[C:18]([CH3:24])[C:19](=[O:23])[N:20]([CH3:22])[CH:21]=3)([OH:15])[C:11]([F:13])([F:14])[F:12])=[C:2]([Cl:1])[CH:7]=2)=[N:34][CH:35]=1)=[O:29]. The catalyst class is: 66. (5) Reactant: [NH2:1][C@@H:2]1[CH2:6][CH2:5][N:4]([C:7]([O:9][C:10]([CH3:13])([CH3:12])[CH3:11])=[O:8])[CH2:3]1.C(O[C:17]1(O[Si](C)(C)C)[CH2:19][CH2:18]1)C.C([BH3-])#N.[Na+].C(O)(=O)C. Product: [CH:17]1([NH:1][C@@H:2]2[CH2:6][CH2:5][N:4]([C:7]([O:9][C:10]([CH3:13])([CH3:12])[CH3:11])=[O:8])[CH2:3]2)[CH2:19][CH2:18]1. The catalyst class is: 5. (6) Product: [CH:47]1([CH2:46][CH2:45][C:37]2[N:36]([C:33]3[CH:34]=[CH:35][C:30]([CH2:29][CH2:28][NH:27][CH2:26][C@H:25]([OH:52])[CH2:24][O:23][C:22]4[CH:53]=[CH:54][C:19]([OH:18])=[CH:20][CH:21]=4)=[CH:31][CH:32]=3)[C:40]3=[N:41][CH:42]=[CH:43][CH:44]=[C:39]3[N:38]=2)[CH2:48][CH2:49][CH2:50][CH2:51]1. Reactant: [Si]([O:18][C:19]1[CH:54]=[CH:53][C:22]([O:23][CH2:24][C@@H:25]([OH:52])[CH2:26][NH:27][CH2:28][CH2:29][C:30]2[CH:35]=[CH:34][C:33]([N:36]3[C:40]4=[N:41][CH:42]=[CH:43][CH:44]=[C:39]4[N:38]=[C:37]3[CH2:45][CH2:46][CH:47]3[CH2:51][CH2:50][CH2:49][CH2:48]3)=[CH:32][CH:31]=2)=[CH:21][CH:20]=1)(C(C)(C)C)(C1C=CC=CC=1)C1C=CC=CC=1. The catalyst class is: 147. (7) Reactant: [OH-].[Na+].C([O:5][C:6](=[O:40])[C:7]([O:10][C:11]1[CH:16]=[CH:15][C:14]([O:17][CH2:18][CH2:19][CH:20]([O:22][C:23]2[CH:28]=[CH:27][C:26]([CH2:29][CH3:30])=[CH:25][C:24]=2[C:31](=[O:38])[C:32]2[CH:37]=[CH:36][CH:35]=[CH:34][CH:33]=2)[CH3:21])=[CH:13][C:12]=1[CH3:39])([CH3:9])[CH3:8])C.Cl. Product: [C:31]([C:24]1[CH:25]=[C:26]([CH2:29][CH3:30])[CH:27]=[CH:28][C:23]=1[O:22][CH:20]([CH3:21])[CH2:19][CH2:18][O:17][C:14]1[CH:15]=[CH:16][C:11]([O:10][C:7]([CH3:8])([CH3:9])[C:6]([OH:40])=[O:5])=[C:12]([CH3:39])[CH:13]=1)(=[O:38])[C:32]1[CH:33]=[CH:34][CH:35]=[CH:36][CH:37]=1. The catalyst class is: 8. (8) Product: [N:11]1[C:10](=[O:12])[CH:9]=[N:8][CH:7]=[C:6]2[CH:20]=[CH:2][CH:3]=[CH:4][C:5]=12. Reactant: Br[C:2]1[C:3](O)=[CH:4][C:5]2[NH:11][C:10](=[O:12])[CH2:9][N:8]=[C:7](C3C=CC=CC=3Cl)[C:6]=2[CH:20]=1.C(=O)([O-])[O-].[Na+].[Na+].ClCCCN1CCOCC1. The catalyst class is: 9. (9) Product: [Br:1][C:2]1[C:17]([Cl:18])=[CH:16][C:5]([O:6][C:7]2[C:8]([C:9]([N:59]3[C:60]4[C:65](=[CH:64][CH:63]=[CH:62][CH:61]=4)[N:56]([CH:53]4[CH2:55][CH2:54]4)[CH2:57][CH2:58]3)=[O:11])=[CH:12][CH:13]=[CH:14][N:15]=2)=[C:4]([Cl:19])[CH:3]=1. The catalyst class is: 4. Reactant: [Br:1][C:2]1[C:17]([Cl:18])=[CH:16][C:5]([O:6][C:7]2[N:15]=[CH:14][CH:13]=[CH:12][C:8]=2[C:9]([OH:11])=O)=[C:4]([Cl:19])[CH:3]=1.C(N(C(C)C)C(C)C)C.CN(C(ON1N=NC2C=CC=NC1=2)=[N+](C)C)C.F[P-](F)(F)(F)(F)F.[CH:53]1([N:56]2[C:65]3[C:60](=[CH:61][CH:62]=[CH:63][CH:64]=3)[NH:59][CH2:58][CH2:57]2)[CH2:55][CH2:54]1.C([O-])(O)=O.[Na+].